From a dataset of Full USPTO retrosynthesis dataset with 1.9M reactions from patents (1976-2016). Predict the reactants needed to synthesize the given product. (1) Given the product [CH2:37]([N:34]1[C:20]2=[N:21][C:22]([S:24]([C:27]3[CH:32]=[CH:31][C:30]([F:33])=[CH:29][CH:28]=3)(=[O:25])=[O:26])=[N:23][C:18]([NH:7][C:4]3[CH:3]=[C:2]([CH3:1])[NH:6][N:5]=3)=[C:19]2[CH:36]=[N:35]1)[CH3:38], predict the reactants needed to synthesize it. The reactants are: [CH3:1][C:2]1[NH:6][N:5]=[C:4]([NH2:7])[CH:3]=1.CCN(C(C)C)C(C)C.Cl[C:18]1[N:23]=[C:22]([S:24]([C:27]2[CH:32]=[CH:31][C:30]([F:33])=[CH:29][CH:28]=2)(=[O:26])=[O:25])[N:21]=[C:20]2[N:34]([CH2:37][CH3:38])[N:35]=[CH:36][C:19]=12.CC(O)=O. (2) Given the product [NH2:17][CH2:16][C:7]1[C:6]([NH2:3])=[C:15]2[C:10]([CH:11]=[CH:12][CH:13]=[N:14]2)=[CH:9][CH:8]=1, predict the reactants needed to synthesize it. The reactants are: Cl.Cl.[N+:3]([C:6]1[C:7]([CH2:16][NH2:17])=[CH:8][CH:9]=[C:10]2[C:15]=1[N:14]=[CH:13][CH:12]=[CH:11]2)([O-])=O. (3) Given the product [Br:1][C:2]1[CH:3]=[C:4]([C:8]([NH:11][CH:12]([CH2:22][C:23]2[CH:24]=[CH:25][CH:26]=[CH:27][CH:28]=2)[CH2:13][NH:14][C:15](=[O:21])[O:16][C:17]([CH3:20])([CH3:18])[CH3:19])=[O:10])[N:5]([CH3:7])[CH:6]=1, predict the reactants needed to synthesize it. The reactants are: [Br:1][C:2]1[CH:3]=[C:4]([C:8]([OH:10])=O)[N:5]([CH3:7])[CH:6]=1.[NH2:11][CH:12]([CH2:22][C:23]1[CH:28]=[CH:27][CH:26]=[CH:25][CH:24]=1)[CH2:13][NH:14][C:15](=[O:21])[O:16][C:17]([CH3:20])([CH3:19])[CH3:18].C1CN([P+](Br)(N2CCCC2)N2CCCC2)CC1.F[P-](F)(F)(F)(F)F.CCN(C(C)C)C(C)C. (4) Given the product [OH:11][C:5]1[CH:4]=[CH:3][C:2]([I:1])=[CH:10][C:6]=1[CH2:7][OH:8], predict the reactants needed to synthesize it. The reactants are: [I:1][C:2]1[CH:10]=[C:6]([C:7](O)=[O:8])[C:5]([OH:11])=[CH:4][CH:3]=1.Cl.